Predict the reactants needed to synthesize the given product. From a dataset of Full USPTO retrosynthesis dataset with 1.9M reactions from patents (1976-2016). (1) Given the product [NH3:3].[CH2:40]([O:47][C:48]1[CH:53]=[CH:52][C:51]([C@@H:54]([O:57][Si:58]([C:61]([CH3:62])([CH3:64])[CH3:63])([CH3:60])[CH3:59])[CH2:55][NH:3][CH2:4][CH2:5][C:6]2[CH:7]=[CH:8][C:9]([O:10][CH2:11][CH2:12][CH2:13][CH2:14][C:15]3[CH:20]=[CH:19][C:18]([OH:21])=[C:17]([C@@H:22]([C:32]4[CH:33]=[CH:34][CH:35]=[CH:36][CH:37]=4)[CH2:23][CH2:24][N:25]([CH:26]([CH3:28])[CH3:27])[CH:29]([CH3:30])[CH3:31])[CH:16]=3)=[CH:38][CH:39]=2)=[CH:50][C:49]=1[NH:65][S:66]([CH3:69])(=[O:67])=[O:68])[C:41]1[CH:46]=[CH:45][CH:44]=[CH:43][CH:42]=1, predict the reactants needed to synthesize it. The reactants are: Cl.Cl.[NH2:3][CH2:4][CH2:5][C:6]1[CH:39]=[CH:38][C:9]([O:10][CH2:11][CH2:12][CH2:13][CH2:14][C:15]2[CH:20]=[CH:19][C:18]([OH:21])=[C:17]([C@@H:22]([C:32]3[CH:37]=[CH:36][CH:35]=[CH:34][CH:33]=3)[CH2:23][CH2:24][N:25]([CH:29]([CH3:31])[CH3:30])[CH:26]([CH3:28])[CH3:27])[CH:16]=2)=[CH:8][CH:7]=1.[CH2:40]([O:47][C:48]1[CH:53]=[CH:52][C:51]([C@@H:54]([O:57][Si:58]([C:61]([CH3:64])([CH3:63])[CH3:62])([CH3:60])[CH3:59])[CH2:55]Br)=[CH:50][C:49]=1[NH:65][S:66]([CH3:69])(=[O:68])=[O:67])[C:41]1[CH:46]=[CH:45][CH:44]=[CH:43][CH:42]=1.C(=O)([O-])O.[Na+].[I-].[K+]. (2) Given the product [ClH:29].[CH3:18][CH:17]1[CH2:16][C:15]2[C:10](=[CH:11][CH:12]=[CH:13][CH:14]=2)[CH:9]([C:19]2[CH:20]=[CH:21][C:22]([C:25]([F:27])([F:26])[F:28])=[CH:23][CH:24]=2)[NH:8]1, predict the reactants needed to synthesize it. The reactants are: C([N:8]1[CH:17]([CH3:18])[CH2:16][C:15]2[C:10](=[CH:11][CH:12]=[CH:13][CH:14]=2)[CH:9]1[C:19]1[CH:24]=[CH:23][C:22]([C:25]([F:28])([F:27])[F:26])=[CH:21][CH:20]=1)C1C=CC=CC=1.[ClH:29]. (3) Given the product [NH2:21][C:18]1[CH:19]=[CH:20][C:15]([N:12]2[CH:13]=[CH:14][C:9]([O:8][CH2:1][C:2]3[CH:7]=[CH:6][CH:5]=[CH:4][CH:3]=3)=[CH:10][C:11]2=[O:25])=[CH:16][C:17]=1[CH3:24], predict the reactants needed to synthesize it. The reactants are: [CH2:1]([O:8][C:9]1[CH:14]=[CH:13][N:12]([C:15]2[CH:20]=[CH:19][C:18]([N+:21]([O-])=O)=[C:17]([CH3:24])[CH:16]=2)[C:11](=[O:25])[CH:10]=1)[C:2]1[CH:7]=[CH:6][CH:5]=[CH:4][CH:3]=1.[NH4+].[Cl-]. (4) Given the product [F:18][C:17]1[C:3]([C:1]([OH:21])=[O:19])=[CH:4][C:5]([C:6]([N:8]([CH2:12][CH2:13][CH3:14])[CH2:9][CH2:10][CH3:11])=[O:7])=[CH:15][CH:16]=1, predict the reactants needed to synthesize it. The reactants are: [C:1]([C:3]1[CH:4]=[C:5]([CH:15]=[CH:16][C:17]=1[F:18])[C:6]([N:8]([CH2:12][CH2:13][CH3:14])[CH2:9][CH2:10][CH3:11])=[O:7])#N.[OH2:19].S(=O)(=O)(O)[OH:21].